This data is from Full USPTO retrosynthesis dataset with 1.9M reactions from patents (1976-2016). The task is: Predict the reactants needed to synthesize the given product. (1) Given the product [CH3:10][S:11]([O:1][C@H:2]1[CH2:7][CH2:6][C@@H:5]([N:8]([S:11]([CH3:10])(=[O:13])=[O:12])[CH3:9])[CH2:4][CH2:3]1)(=[O:13])=[O:12], predict the reactants needed to synthesize it. The reactants are: [OH:1][C@H:2]1[CH2:7][CH2:6][C@@H:5]([NH:8][CH3:9])[CH2:4][CH2:3]1.[CH3:10][S:11](Cl)(=[O:13])=[O:12].C(N(CC)CC)C. (2) Given the product [Cl:1][C:2]1[C:7]([C:8]2[CH:9]=[CH:10][CH:11]=[CH:12][CH:13]=2)=[N:6][N:5]=[C:4]2[N:14]([CH2:29][C:27]3[CH:26]=[N:25][N:24]([CH3:23])[CH:28]=3)[N:15]=[C:16]([C:17]3[CH:18]=[CH:19][CH:20]=[CH:21][CH:22]=3)[C:3]=12, predict the reactants needed to synthesize it. The reactants are: [Cl:1][C:2]1[C:7]([C:8]2[CH:13]=[CH:12][CH:11]=[CH:10][CH:9]=2)=[N:6][N:5]=[C:4]2[NH:14][N:15]=[C:16]([C:17]3[CH:22]=[CH:21][CH:20]=[CH:19][CH:18]=3)[C:3]=12.[CH3:23][N:24]1[CH:28]=[C:27]([CH2:29]O)[CH:26]=[N:25]1. (3) The reactants are: [Cl:1][C:2]1[CH:3]=[CH:4][C:5]2[N:11]3[CH2:12][C@H:8]([CH2:9][CH2:10]3)[NH:7][C:6]=2[N:13]=1.ClC(Cl)(O[C:18](=[O:24])OC(Cl)(Cl)Cl)Cl.C(N(CC)CC)C.[N:33]1[C:41]2[C:40]([NH2:42])=[N:39][CH:38]=[N:37][C:36]=2[NH:35][N:34]=1. Given the product [N:33]1[C:41]2[C:40]([NH:42][C:18]([N:7]3[C@@H:8]4[CH2:12][N:11]([CH2:10][CH2:9]4)[C:5]4[CH:4]=[CH:3][C:2]([Cl:1])=[N:13][C:6]3=4)=[O:24])=[N:39][CH:38]=[N:37][C:36]=2[NH:35][N:34]=1, predict the reactants needed to synthesize it. (4) Given the product [CH3:18][O:17][C:9]1[CH:10]=[C:11]([N+:14]([O-:16])=[O:15])[CH:12]=[CH:13][C:8]=1[C:7]1[C:2](=[O:20])[NH:3][CH:4]=[CH:5][CH:6]=1, predict the reactants needed to synthesize it. The reactants are: F[C:2]1[C:7]([C:8]2[CH:13]=[CH:12][C:11]([N+:14]([O-:16])=[O:15])=[CH:10][C:9]=2[O:17][CH3:18])=[CH:6][CH:5]=[CH:4][N:3]=1.C(=O)([O-])[O-:20].[Na+].[Na+]. (5) Given the product [CH:20]([C:19]1[N:15]([C:9]2[S:10][C:11]3[CH2:12][CH2:13][O:14][C:5]4[CH:4]=[CH:3][C:2]([C:32]5[CH:33]=[N:34][NH:35][CH:36]=5)=[CH:23][C:6]=4[C:7]=3[N:8]=2)[N:16]=[CH:17][N:18]=1)([CH3:22])[CH3:21], predict the reactants needed to synthesize it. The reactants are: Br[C:2]1[CH:3]=[CH:4][C:5]2[O:14][CH2:13][CH2:12][C:11]3[S:10][C:9]([N:15]4[C:19]([CH:20]([CH3:22])[CH3:21])=[N:18][CH:17]=[N:16]4)=[N:8][C:7]=3[C:6]=2[CH:23]=1.CC1(C)C(C)(C)OB([C:32]2[CH:33]=[N:34][NH:35][CH:36]=2)O1.